This data is from Full USPTO retrosynthesis dataset with 1.9M reactions from patents (1976-2016). The task is: Predict the reactants needed to synthesize the given product. (1) The reactants are: [Br:1][C:2]1[CH:7]=[C:6]([O:8][CH3:9])[C:5]([CH:10]2[C:15](=[O:16])[CH2:14][CH2:13][CH2:12][C:11]2=[O:17])=[C:4]([Cl:18])[CH:3]=1.[C:19](=O)([O-])[O-].[K+].[K+].IC.O. Given the product [Br:1][C:2]1[CH:7]=[C:6]([O:8][CH3:9])[C:5]([C:10]2[C:15](=[O:16])[CH2:14][CH2:13][CH2:12][C:11]=2[O:17][CH3:19])=[C:4]([Cl:18])[CH:3]=1, predict the reactants needed to synthesize it. (2) Given the product [CH:4]([NH:3][C:14]([N:34]1[C@@H:35]2[CH2:39][N:38]([CH2:37][CH2:36]2)[C:32]2[CH:31]=[CH:30][C:29]([C:26]3[CH:27]=[N:28][C:23]([CH3:22])=[CH:24][CH:25]=3)=[N:40][C:33]1=2)=[O:20])([CH3:6])[CH3:5], predict the reactants needed to synthesize it. The reactants are: CC[N:3](C(C)C)[CH:4]([CH3:6])[CH3:5].ClC(Cl)(O[C:14](=[O:20])OC(Cl)(Cl)Cl)Cl.[CH3:22][C:23]1[N:28]=[CH:27][C:26]([C:29]2[CH:30]=[CH:31][C:32]3[N:38]4[CH2:39][C@H:35]([CH2:36][CH2:37]4)[NH:34][C:33]=3[N:40]=2)=[CH:25][CH:24]=1.CC(N)C.